From a dataset of Reaction yield outcomes from USPTO patents with 853,638 reactions. Predict the reaction yield, written as a fraction of the theoretical maximum amount of product (1.0 means a 100% yield; for example, 0.34 means a 34% yield). The reactants are [C:1]([O:5][C:6](=[O:36])[NH:7][C:8]1([C:12]2[CH:17]=[CH:16][C:15](C3C(=O)C4C(=CC=C(F)C=4)OC=3C3C=CC=CC=3)=[CH:14][CH:13]=2)[CH2:11][CH2:10][CH2:9]1)([CH3:4])([CH3:3])[CH3:2].I[C:38]1[C:47](=[O:48])[C:46]2[C:41](=[CH:42][C:43]([O:51][CH3:52])=[C:44]([O:49][CH3:50])[CH:45]=2)[O:40][C:39]=1[C:53]1[CH:58]=[CH:57][CH:56]=[CH:55][CH:54]=1. No catalyst specified. The product is [C:1]([O:5][C:6](=[O:36])[NH:7][C:8]1([C:12]2[CH:13]=[CH:14][C:15]([C:38]3[C:47](=[O:48])[C:46]4[C:41](=[CH:42][C:43]([O:51][CH3:52])=[C:44]([O:49][CH3:50])[CH:45]=4)[O:40][C:39]=3[C:53]3[CH:58]=[CH:57][CH:56]=[CH:55][CH:54]=3)=[CH:16][CH:17]=2)[CH2:9][CH2:10][CH2:11]1)([CH3:4])([CH3:2])[CH3:3]. The yield is 0.860.